From a dataset of Forward reaction prediction with 1.9M reactions from USPTO patents (1976-2016). Predict the product of the given reaction. Given the reactants [CH3:1][NH:2][CH2:3][CH2:4][OH:5].C(N(CC)CC)C.CC1C(C)=CC=C(C)C=1S(Cl)(=O)=O.OCCN(C)[S:30]([C:33]1[C:38]([CH3:39])=[CH:37][C:36]([CH3:40])=[CH:35][C:34]=1[CH3:41])(=[O:32])=[O:31].[OH-].[Na+].Br[CH2:46][C:47]([O:49]C(C)(C)C)=[O:48].CN(CCOCC([O-])=O)S(C1C(C)=CC(C)=CC=1C)(=O)=O.C(O)(C(F)(F)F)=O, predict the reaction product. The product is: [CH3:1][N:2]([S:30]([C:33]1[C:34]([CH3:41])=[CH:35][C:36]([CH3:40])=[CH:37][C:38]=1[CH3:39])(=[O:31])=[O:32])[CH2:3][CH2:4][O:5][CH2:46][C:47]([OH:49])=[O:48].